This data is from Forward reaction prediction with 1.9M reactions from USPTO patents (1976-2016). The task is: Predict the product of the given reaction. (1) Given the reactants [C:1]([C:4]1[C:5](=[O:11])[NH:6][C:7](=[S:10])[NH:8][CH:9]=1)(=[O:3])[CH3:2].[OH-].[Na+].[CH3:14]I.Cl, predict the reaction product. The product is: [C:1]([C:4]1[C:5](=[O:11])[NH:6][C:7]([S:10][CH3:14])=[N:8][CH:9]=1)(=[O:3])[CH3:2]. (2) The product is: [CH3:1][C:2]1([CH3:9])[CH2:5][CH:4]([C:6]([NH:8][C:11](=[O:12])[NH:35][C:32]2[CH:31]=[CH:30][C:29]([O:28][C:24]3[CH:23]=[C:22]([C:20]4[CH:19]=[N:18][N:17]([CH3:16])[CH:21]=4)[N:27]=[CH:26][N:25]=3)=[CH:34][N:33]=2)=[O:7])[CH2:3]1. Given the reactants [CH3:1][C:2]1([CH3:9])[CH2:5][CH:4]([C:6]([NH2:8])=[O:7])[CH2:3]1.C(Cl)(=O)[C:11](Cl)=[O:12].[CH3:16][N:17]1[CH:21]=[C:20]([C:22]2[N:27]=[CH:26][N:25]=[C:24]([O:28][C:29]3[CH:30]=[CH:31][C:32]([NH2:35])=[N:33][CH:34]=3)[CH:23]=2)[CH:19]=[N:18]1.N1C=CC=CC=1, predict the reaction product. (3) The product is: [Na+:25].[CH2:1]([O:8][C:9]1[CH:10]=[C:11]([CH2:12][S:21]([O-:24])(=[O:23])=[O:22])[CH:18]=[CH:19][CH:20]=1)[C:2]1[CH:3]=[CH:4][CH:5]=[CH:6][CH:7]=1. Given the reactants [CH2:1]([O:8][C:9]1[CH:10]=[C:11]([CH:18]=[CH:19][CH:20]=1)[CH2:12]OS(C)(=O)=O)[C:2]1[CH:7]=[CH:6][CH:5]=[CH:4][CH:3]=1.[S:21]([O-:24])([O-:23])=[O:22].[Na+:25].[Na+].C(OCC)(=O)C, predict the reaction product. (4) Given the reactants [CH:1]1([NH:4][C:5](=O)[CH2:6][NH:7][C:8]([C:10]2[CH:11]=[N:12][CH:13]=[CH:14][CH:15]=2)=[S:9])[CH2:3][CH2:2]1.P(Cl)(Cl)(O[Cl:20])=O, predict the reaction product. The product is: [ClH:20].[CH:1]1([NH:4][C:5]2[S:9][C:8]([C:10]3[CH:11]=[N:12][CH:13]=[CH:14][CH:15]=3)=[N:7][CH:6]=2)[CH2:3][CH2:2]1. (5) Given the reactants [Si:1]([O:8][C@H:9]([C:24]1[CH:33]=[CH:32][C:31]([OH:34])=[C:30]2[C:25]=1[CH:26]=[CH:27][C:28](=[O:35])[NH:29]2)[CH2:10][NH:11][CH2:12][CH:13]1[CH2:18][CH2:17][N:16]([CH2:19][CH2:20][C:21](O)=[O:22])[CH2:15][CH2:14]1)([C:4]([CH3:7])([CH3:6])[CH3:5])([CH3:3])[CH3:2].[CH2:36]([NH2:43])[C:37]1[CH:42]=[CH:41][CH:40]=[CH:39][CH:38]=1.C(N(CC)CC)C.CN(C(ON1N=NC2C=CC=NC1=2)=[N+](C)C)C.F[P-](F)(F)(F)(F)F, predict the reaction product. The product is: [CH2:36]([NH:43][C:21](=[O:22])[CH2:20][CH2:19][N:16]1[CH2:15][CH2:14][CH:13]([CH2:12][NH:11][CH2:10][C@H:9]([O:8][Si:1]([C:4]([CH3:7])([CH3:5])[CH3:6])([CH3:2])[CH3:3])[C:24]2[CH:33]=[CH:32][C:31]([OH:34])=[C:30]3[C:25]=2[CH:26]=[CH:27][C:28](=[O:35])[NH:29]3)[CH2:18][CH2:17]1)[C:37]1[CH:42]=[CH:41][CH:40]=[CH:39][CH:38]=1. (6) Given the reactants [CH3:1][N:2]1[C:10]([CH2:11][N:12]2[CH2:17][CH2:16][CH:15]([C:18]([OH:21])([CH3:20])[CH3:19])[CH2:14][CH2:13]2)=[N:9][C:8]2[C:3]1=[N:4][C:5]([Sn](CCCC)(CCCC)CCCC)=[N:6][C:7]=2[N:22]1[CH2:27][CH2:26][O:25][CH2:24][CH2:23]1.I[C:42]1[C:50]2[C:45](=[CH:46][CH:47]=[CH:48][CH:49]=2)[NH:44][N:43]=1, predict the reaction product. The product is: [NH:44]1[C:45]2[C:50](=[CH:49][CH:48]=[CH:47][CH:46]=2)[C:42]([C:5]2[N:4]=[C:3]3[C:8]([N:9]=[C:10]([CH2:11][N:12]4[CH2:17][CH2:16][CH:15]([C:18]([OH:21])([CH3:20])[CH3:19])[CH2:14][CH2:13]4)[N:2]3[CH3:1])=[C:7]([N:22]3[CH2:23][CH2:24][O:25][CH2:26][CH2:27]3)[N:6]=2)=[N:43]1. (7) Given the reactants [F:1][C:2]1[CH:7]=[CH:6][C:5]([CH2:8][C:9]([NH:11][C:12]([NH:14][C:15]2[CH:20]=[CH:19][C:18]([N+:21]([O-])=O)=[CH:17][CH:16]=2)=[O:13])=[O:10])=[CH:4][CH:3]=1.[H][H], predict the reaction product. The product is: [NH2:21][C:18]1[CH:19]=[CH:20][C:15]([NH:14][C:12]([NH:11][C:9](=[O:10])[CH2:8][C:5]2[CH:6]=[CH:7][C:2]([F:1])=[CH:3][CH:4]=2)=[O:13])=[CH:16][CH:17]=1.